From a dataset of NCI-60 drug combinations with 297,098 pairs across 59 cell lines. Regression. Given two drug SMILES strings and cell line genomic features, predict the synergy score measuring deviation from expected non-interaction effect. (1) Drug 1: COC1=C(C=C2C(=C1)N=CN=C2NC3=CC(=C(C=C3)F)Cl)OCCCN4CCOCC4. Drug 2: CN(CC1=CN=C2C(=N1)C(=NC(=N2)N)N)C3=CC=C(C=C3)C(=O)NC(CCC(=O)O)C(=O)O. Cell line: HOP-62. Synergy scores: CSS=28.2, Synergy_ZIP=-4.01, Synergy_Bliss=-2.91, Synergy_Loewe=-18.1, Synergy_HSA=0.268. (2) Drug 2: C1CCC(C(C1)N)N.C(=O)(C(=O)[O-])[O-].[Pt+4]. Cell line: OVCAR-8. Drug 1: C1=NC2=C(N=C(N=C2N1C3C(C(C(O3)CO)O)O)F)N. Synergy scores: CSS=38.6, Synergy_ZIP=-5.78, Synergy_Bliss=-4.09, Synergy_Loewe=-11.7, Synergy_HSA=-1.67. (3) Drug 1: C1CCC(C1)C(CC#N)N2C=C(C=N2)C3=C4C=CNC4=NC=N3. Drug 2: C1CC(=O)NC(=O)C1N2CC3=C(C2=O)C=CC=C3N. Cell line: DU-145. Synergy scores: CSS=9.60, Synergy_ZIP=-4.12, Synergy_Bliss=0.449, Synergy_Loewe=-4.43, Synergy_HSA=1.44. (4) Drug 1: C1CCN(CC1)CCOC2=CC=C(C=C2)C(=O)C3=C(SC4=C3C=CC(=C4)O)C5=CC=C(C=C5)O. Drug 2: CC1=C2C(C(=O)C3(C(CC4C(C3C(C(C2(C)C)(CC1OC(=O)C(C(C5=CC=CC=C5)NC(=O)OC(C)(C)C)O)O)OC(=O)C6=CC=CC=C6)(CO4)OC(=O)C)OC)C)OC. Cell line: HL-60(TB). Synergy scores: CSS=63.9, Synergy_ZIP=14.4, Synergy_Bliss=15.9, Synergy_Loewe=-32.2, Synergy_HSA=11.4. (5) Drug 1: CNC(=O)C1=CC=CC=C1SC2=CC3=C(C=C2)C(=NN3)C=CC4=CC=CC=N4. Drug 2: CCC1(C2=C(COC1=O)C(=O)N3CC4=CC5=C(C=CC(=C5CN(C)C)O)N=C4C3=C2)O.Cl. Cell line: K-562. Synergy scores: CSS=38.5, Synergy_ZIP=-5.91, Synergy_Bliss=-0.701, Synergy_Loewe=-3.55, Synergy_HSA=-0.853. (6) Drug 1: CCN(CC)CCCC(C)NC1=C2C=C(C=CC2=NC3=C1C=CC(=C3)Cl)OC. Drug 2: CC1=C(C(=O)C2=C(C1=O)N3CC4C(C3(C2COC(=O)N)OC)N4)N. Cell line: SF-539. Synergy scores: CSS=57.7, Synergy_ZIP=0.635, Synergy_Bliss=-0.825, Synergy_Loewe=-4.87, Synergy_HSA=0.976. (7) Drug 1: C1CC(C1)(C2=CC=C(C=C2)C3=C(C=C4C(=N3)C=CN5C4=NNC5=O)C6=CC=CC=C6)N. Drug 2: COCCOC1=C(C=C2C(=C1)C(=NC=N2)NC3=CC=CC(=C3)C#C)OCCOC. Cell line: NCIH23. Synergy scores: CSS=56.6, Synergy_ZIP=-0.820, Synergy_Bliss=1.08, Synergy_Loewe=5.23, Synergy_HSA=7.31. (8) Drug 1: C1CCC(C1)C(CC#N)N2C=C(C=N2)C3=C4C=CNC4=NC=N3. Drug 2: COC1=C(C=C2C(=C1)N=CN=C2NC3=CC(=C(C=C3)F)Cl)OCCCN4CCOCC4. Cell line: DU-145. Synergy scores: CSS=35.2, Synergy_ZIP=-1.69, Synergy_Bliss=2.30, Synergy_Loewe=-3.39, Synergy_HSA=5.30. (9) Drug 1: CC1=C(C=C(C=C1)NC2=NC=CC(=N2)N(C)C3=CC4=NN(C(=C4C=C3)C)C)S(=O)(=O)N.Cl. Drug 2: CC(C1=C(C=CC(=C1Cl)F)Cl)OC2=C(N=CC(=C2)C3=CN(N=C3)C4CCNCC4)N. Cell line: A498. Synergy scores: CSS=5.49, Synergy_ZIP=-0.192, Synergy_Bliss=2.45, Synergy_Loewe=-6.85, Synergy_HSA=-0.886. (10) Cell line: HCT116. Drug 1: CC1CCC2CC(C(=CC=CC=CC(CC(C(=O)C(C(C(=CC(C(=O)CC(OC(=O)C3CCCCN3C(=O)C(=O)C1(O2)O)C(C)CC4CCC(C(C4)OC)O)C)C)O)OC)C)C)C)OC. Drug 2: CC(C)NC(=O)C1=CC=C(C=C1)CNNC.Cl. Synergy scores: CSS=-5.14, Synergy_ZIP=5.41, Synergy_Bliss=5.00, Synergy_Loewe=2.17, Synergy_HSA=1.82.